From a dataset of Catalyst prediction with 721,799 reactions and 888 catalyst types from USPTO. Predict which catalyst facilitates the given reaction. (1) Reactant: [CH3:1][C:2]1[N:7]=[C:6]([C:8]([OH:10])=O)[CH:5]=[CH:4][CH:3]=1.[C:11]([C:14]1[C:19]([NH2:20])=[C:18]([CH3:21])[C:17]([O:22][CH3:23])=[CH:16][CH:15]=1)(=[O:13])[CH3:12].N1C=CC=CC=1.O=P(Cl)(Cl)Cl.[OH-].[Na+]. Product: [C:11]([C:14]1[C:19]([NH:20][C:8]([C:6]2[CH:5]=[CH:4][CH:3]=[C:2]([CH3:1])[N:7]=2)=[O:10])=[C:18]([CH3:21])[C:17]([O:22][CH3:23])=[CH:16][CH:15]=1)(=[O:13])[CH3:12]. The catalyst class is: 34. (2) Reactant: [NH2:1][C:2]1[S:3][C:4]2[N:5]=[C:6]([NH:11][C:12]3[CH:13]=[C:14]([NH:19][C:20](=[O:32])[C:21]4[CH:26]=[CH:25][CH:24]=[C:23]([C:27]([C:30]#[N:31])([CH3:29])[CH3:28])[CH:22]=4)[CH:15]=[CH:16][C:17]=3[CH3:18])[N:7]=[CH:8][C:9]=2[N:10]=1.[CH:33]1([C:36](Cl)=[O:37])[CH2:35][CH2:34]1.C(=O)([O-])O.[Na+]. Product: [C:30]([C:27]([C:23]1[CH:22]=[C:21]([CH:26]=[CH:25][CH:24]=1)[C:20]([NH:19][C:14]1[CH:15]=[CH:16][C:17]([CH3:18])=[C:12]([NH:11][C:6]2[N:7]=[CH:8][C:9]3[N:10]=[C:2]([NH:1][C:36]([CH:33]4[CH2:35][CH2:34]4)=[O:37])[S:3][C:4]=3[N:5]=2)[CH:13]=1)=[O:32])([CH3:29])[CH3:28])#[N:31]. The catalyst class is: 17. (3) Reactant: [CH2:1]([O:8][C:9]1[CH:24]=[CH:23][C:12]([CH2:13][NH:14][CH2:15][CH2:16][C:17]2[CH:22]=[CH:21][CH:20]=[CH:19][N:18]=2)=[CH:11][C:10]=1[C:25](OCC1C=CC=CC=1)=[O:26])[C:2]1[CH:7]=[CH:6][CH:5]=[CH:4][CH:3]=1.[H-].[H-].[H-].[H-].[Li+].[Al+3]. Product: [CH2:1]([O:8][C:9]1[CH:24]=[CH:23][C:12]([CH2:13][NH:14][CH2:15][CH2:16][C:17]2[CH:22]=[CH:21][CH:20]=[CH:19][N:18]=2)=[CH:11][C:10]=1[CH2:25][OH:26])[C:2]1[CH:7]=[CH:6][CH:5]=[CH:4][CH:3]=1. The catalyst class is: 1. (4) Reactant: [Br:1][C:2]1[CH:7]=[CH:6][C:5]([OH:8])=[CH:4][N:3]=1.F[C:10]1[CH:17]=[CH:16][C:13]([C:14]#[N:15])=[CH:12][CH:11]=1.C([O-])([O-])=O.[Cs+].[Cs+]. Product: [Br:1][C:2]1[N:3]=[CH:4][C:5]([O:8][C:10]2[CH:17]=[CH:16][C:13]([C:14]#[N:15])=[CH:12][CH:11]=2)=[CH:6][CH:7]=1. The catalyst class is: 3. (5) Reactant: [CH2:1]([O:4][C:5](=[O:23])[N:6]([C@@H:14]1[CH2:16][C@H:15]1[C:17]1[CH:22]=[CH:21][CH:20]=[CH:19][CH:18]=1)[CH2:7][CH:8]1[CH2:13][CH2:12][NH:11][CH2:10][CH2:9]1)[CH:2]=[CH2:3].[C:24]([O:28][C:29](=[O:42])[CH:30]=[C:31]1[CH2:34][N:33]([C:35]([O:37][C:38]([CH3:41])([CH3:40])[CH3:39])=[O:36])[CH2:32]1)([CH3:27])([CH3:26])[CH3:25].C1CCN2C(=NCCC2)CC1. Product: [CH2:1]([O:4][C:5]([N:6]([CH2:7][CH:8]1[CH2:9][CH2:10][N:11]([C:31]2([CH2:30][C:29]([O:28][C:24]([CH3:27])([CH3:26])[CH3:25])=[O:42])[CH2:32][N:33]([C:35]([O:37][C:38]([CH3:41])([CH3:40])[CH3:39])=[O:36])[CH2:34]2)[CH2:12][CH2:13]1)[C@@H:14]1[CH2:16][C@H:15]1[C:17]1[CH:18]=[CH:19][CH:20]=[CH:21][CH:22]=1)=[O:23])[CH:2]=[CH2:3]. The catalyst class is: 291. (6) Reactant: [CH3:1][N:2]1[C:6]([NH:7][C:8]([C:10]2[CH:15]=[CH:14][C:13]([C:16]#[N:17])=[C:12](Cl)[N:11]=2)=[O:9])=[C:5]([C:19]([F:22])([F:21])[F:20])[C:4]([C:23]([F:29])([F:28])[C:24]([F:27])([F:26])[F:25])=[N:3]1.[NH3:30].O. Product: [CH3:1][N:2]1[C:6]([NH:7][C:8]([C:10]2[CH:15]=[CH:14][C:13]([C:16]#[N:17])=[C:12]([NH2:30])[N:11]=2)=[O:9])=[C:5]([C:19]([F:22])([F:21])[F:20])[C:4]([C:23]([F:29])([F:28])[C:24]([F:27])([F:26])[F:25])=[N:3]1. The catalyst class is: 12.